Dataset: Full USPTO retrosynthesis dataset with 1.9M reactions from patents (1976-2016). Task: Predict the reactants needed to synthesize the given product. (1) Given the product [CH3:11][C:12]([Si:15]([C:32]1[CH:37]=[CH:36][CH:35]=[CH:34][CH:33]=1)([C:26]1[CH:27]=[CH:28][CH:29]=[CH:30][CH:31]=1)[O:16][CH2:17][C@H:18]([CH3:25])[C@@H:19]([NH:21][S@@:43]([C:40]([CH3:42])([CH3:41])[CH3:39])=[O:44])[C:46]1[CH:51]=[CH:50][CH:49]=[CH:48][CH:47]=1)([CH3:14])[CH3:13], predict the reactants needed to synthesize it. The reactants are: [H-].C([Al+]CC(C)C)C(C)C.[CH3:11][C:12]([Si:15]([C:32]1[CH:37]=[CH:36][CH:35]=[CH:34][CH:33]=1)([C:26]1[CH:31]=[CH:30][CH:29]=[CH:28][CH:27]=1)[O:16][CH2:17][C@H:18]([CH3:25])[C:19]([N:21](OC)C)=O)([CH3:14])[CH3:13].Cl.[CH3:39][C:40]([S@:43](N)=[O:44])([CH3:42])[CH3:41].[C:46]1([Mg]Br)[CH:51]=[CH:50][CH:49]=[CH:48][CH:47]=1. (2) Given the product [CH:18]1([N:13]2[C:12]([C:33]3[CH:34]=[CH:35][C:30]([F:29])=[CH:31][CH:32]=3)=[C:11]3[C:15]([CH2:16][CH2:17][NH:8][CH2:9][CH2:10]3)=[N:14]2)[CH2:19][CH2:20]1, predict the reactants needed to synthesize it. The reactants are: C(OC([N:8]1[CH2:17][CH2:16][C:15]2[C:11](=[C:12](OS(C(F)(F)F)(=O)=O)[N:13]([CH:18]3[CH2:20][CH2:19]3)[N:14]=2)[CH2:10][CH2:9]1)=O)(C)(C)C.[F:29][C:30]1[CH:35]=[CH:34][C:33](B(O)O)=[CH:32][CH:31]=1.